This data is from Forward reaction prediction with 1.9M reactions from USPTO patents (1976-2016). The task is: Predict the product of the given reaction. Given the reactants Br[C:2]1[CH:18]=[C:17]([CH3:19])[C:5]2[N:6]=[C:7]([NH:10][C:11]3[CH:16]=[CH:15][CH:14]=[CH:13][CH:12]=3)[N:8]=[N:9][C:4]=2[CH:3]=1.[CH3:20][C:21]1[CH:26]=[C:25]([CH3:27])[CH:24]=[C:23]([CH3:28])[C:22]=1B(O)O.C(=O)([O-])[O-].[K+].[K+].C1(P(C2C=CC=CC=2)C2C=CC=CC=2)C=CC=CC=1, predict the reaction product. The product is: [CH3:19][C:17]1[C:5]2[N:6]=[C:7]([NH:10][C:11]3[CH:16]=[CH:15][CH:14]=[CH:13][CH:12]=3)[N:8]=[N:9][C:4]=2[CH:3]=[C:2]([C:22]2[C:23]([CH3:28])=[CH:24][C:25]([CH3:27])=[CH:26][C:21]=2[CH3:20])[CH:18]=1.